Dataset: Full USPTO retrosynthesis dataset with 1.9M reactions from patents (1976-2016). Task: Predict the reactants needed to synthesize the given product. (1) The reactants are: [CH2:1]([C@@H:8]1[CH2:12][O:11][C:10](=[O:13])[N:9]1[C:14](=[O:39])[C@H:15]([CH2:31][CH2:32][C:33]1[CH:38]=[CH:37][CH:36]=[CH:35][CH:34]=1)[C@@H:16]([OH:30])[C@@H:17]([O:19][Si](C(C)C)(C(C)C)C(C)C)[CH3:18])[C:2]1[CH:7]=[CH:6][CH:5]=[CH:4][CH:3]=1.Cl. Given the product [OH:30][C@H:16]1[C@H:17]([CH3:18])[O:19][C:14](=[O:39])[C@@H:15]1[CH2:31][CH2:32][C:33]1[CH:38]=[CH:37][CH:36]=[CH:35][CH:34]=1.[CH2:1]([C@@H:8]1[CH2:12][O:11][C:10](=[O:13])[NH:9]1)[C:2]1[CH:3]=[CH:4][CH:5]=[CH:6][CH:7]=1, predict the reactants needed to synthesize it. (2) Given the product [NH2:1][C:2](=[O:37])[CH2:3][O:4][C:5]1[C:14]([C:15]2[CH:16]=[CH:17][C:18]3[O:22][C:21]([C:23]4[CH:24]=[CH:25][C:26]([F:29])=[CH:27][CH:28]=4)=[C:20]([C:30](=[O:33])[NH:31][CH3:32])[C:19]=3[CH:34]=2)=[CH:13][C:8]([C:9]([OH:11])=[O:10])=[C:7]([O:35][CH3:36])[CH:6]=1, predict the reactants needed to synthesize it. The reactants are: [NH2:1][C:2](=[O:37])[CH2:3][O:4][C:5]1[C:14]([C:15]2[CH:16]=[CH:17][C:18]3[O:22][C:21]([C:23]4[CH:28]=[CH:27][C:26]([F:29])=[CH:25][CH:24]=4)=[C:20]([C:30](=[O:33])[NH:31][CH3:32])[C:19]=3[CH:34]=2)=[CH:13][C:8]([C:9]([O:11]C)=[O:10])=[C:7]([O:35][CH3:36])[CH:6]=1.CO.[OH-].[Na+]. (3) Given the product [CH:3]1[C:2]([Cl:1])=[CH:11][C:10]2[NH:9]/[C:8](/[NH:7][C:6](=[O:15])[C:5]=2[CH:4]=1)=[C:12](/[C:26]([C:25]1[CH:29]=[CH:30][C:31]([Cl:33])=[CH:32][C:24]=1[Cl:23])=[O:27])\[C:13]#[N:14], predict the reactants needed to synthesize it. The reactants are: [Cl:1][C:2]1[CH:11]=[C:10]2[C:5]([C:6](=[O:15])[N:7]=[C:8]([CH2:12][C:13]#[N:14])[NH:9]2)=[CH:4][CH:3]=1.C(N(CC)CC)C.[Cl:23][C:24]1[CH:32]=[C:31]([Cl:33])[CH:30]=[CH:29][C:25]=1[C:26](Cl)=[O:27]. (4) Given the product [C:1]1([C:11]2[CH:16]=[CH:15][CH:14]=[CH:13][CH:12]=2)[CH:6]=[CH:5][C:4]([CH2:7][C:8]([N:19]([O:20][CH3:21])[CH3:18])=[O:9])=[CH:3][CH:2]=1, predict the reactants needed to synthesize it. The reactants are: [C:1]1([C:11]2[CH:16]=[CH:15][CH:14]=[CH:13][CH:12]=2)[CH:6]=[CH:5][C:4]([CH2:7][C:8](O)=[O:9])=[CH:3][CH:2]=1.Cl.[CH3:18][NH:19][O:20][CH3:21].Cl.CN(C)CCCN=C=NCC.OC1C2N=NNC=2C=CC=1.C(N(CC)CC)C. (5) Given the product [C:10]([O:9][C:8](=[O:14])[NH:7][CH2:6][CH:5]([N:20]1[C:16](=[O:26])[C:17]2[C:18](=[CH:22][CH:23]=[CH:24][CH:25]=2)[C:19]1=[O:21])[CH2:4][O:3][CH2:1][CH3:2])([CH3:13])([CH3:12])[CH3:11], predict the reactants needed to synthesize it. The reactants are: [CH2:1]([O:3][CH2:4][CH:5](O)[CH2:6][NH:7][C:8](=[O:14])[O:9][C:10]([CH3:13])([CH3:12])[CH3:11])[CH3:2].[C:16]1(=[O:26])[NH:20][C:19](=[O:21])[C:18]2=[CH:22][CH:23]=[CH:24][CH:25]=[C:17]12.C1(P(C2C=CC=CC=2)C2C=CC=CC=2)C=CC=CC=1.N(C(OC(C)C)=O)=NC(OC(C)C)=O. (6) Given the product [NH2:28][C@@H:23]1[C@H:22]([NH:21][C:14]2[N:15]=[N:16][C:17]([C:18]([NH2:19])=[O:20])=[C:12]([NH:11][C:9]3[CH:8]=[CH:7][CH:6]=[C:5]([C:1]([CH3:4])([CH3:3])[CH3:2])[N:10]=3)[CH:13]=2)[CH2:27][CH2:26][O:25][CH2:24]1, predict the reactants needed to synthesize it. The reactants are: [C:1]([C:5]1[N:10]=[C:9]([NH:11][C:12]2[CH:13]=[C:14]([NH:21][C@@H:22]3[CH2:27][CH2:26][O:25][CH2:24][C@@H:23]3[NH:28]C(=O)OC(C)(C)C)[N:15]=[N:16][C:17]=2[C:18](=[O:20])[NH2:19])[CH:8]=[CH:7][CH:6]=1)([CH3:4])([CH3:3])[CH3:2].C(O)(C(F)(F)F)=O.